Dataset: Peptide-MHC class I binding affinity with 185,985 pairs from IEDB/IMGT. Task: Regression. Given a peptide amino acid sequence and an MHC pseudo amino acid sequence, predict their binding affinity value. This is MHC class I binding data. (1) The peptide sequence is ASGKGLSSL. The MHC is Mamu-A02 with pseudo-sequence Mamu-A02. The binding affinity (normalized) is 0.354. (2) The peptide sequence is KLPRWIFFA. The MHC is HLA-A02:03 with pseudo-sequence HLA-A02:03. The binding affinity (normalized) is 0.851. (3) The peptide sequence is IELPEKDSW. The MHC is HLA-B54:01 with pseudo-sequence HLA-B54:01. The binding affinity (normalized) is 0. (4) The peptide sequence is YTDLTYQSF. The MHC is HLA-A02:03 with pseudo-sequence HLA-A02:03. The binding affinity (normalized) is 0.0847.